Predict the product of the given reaction. From a dataset of Forward reaction prediction with 1.9M reactions from USPTO patents (1976-2016). Given the reactants [Br:1][C:2]1[CH:3]=[C:4]([NH:8][C:9]2[C:18]3[C:17]([NH2:19])=[C:16]([O:20][CH3:21])[C:15]([O:22][CH3:23])=[CH:14][C:13]=3[N:12]=[CH:11][N:10]=2)[CH:5]=[CH:6][CH:7]=1.[OH-].[Na+].[C:26](OC(=O)CC)(=O)[CH2:27][CH3:28], predict the reaction product. The product is: [Br:1][C:2]1[CH:3]=[C:4]([N:8]2[C:9]3[C:18]4[C:13]([N:12]=[CH:11][N:10]=3)=[CH:14][C:15]([O:22][CH3:23])=[C:16]([O:20][CH3:21])[C:17]=4[N:19]=[C:26]2[CH2:27][CH3:28])[CH:5]=[CH:6][CH:7]=1.